From a dataset of Peptide-MHC class I binding affinity with 185,985 pairs from IEDB/IMGT. Regression. Given a peptide amino acid sequence and an MHC pseudo amino acid sequence, predict their binding affinity value. This is MHC class I binding data. (1) The peptide sequence is FTEGKINPL. The MHC is HLA-A02:06 with pseudo-sequence HLA-A02:06. The binding affinity (normalized) is 0.697. (2) The MHC is HLA-A33:01 with pseudo-sequence HLA-A33:01. The binding affinity (normalized) is 0.556. The peptide sequence is LLMPLKAPK. (3) The peptide sequence is ARLGKGYMF. The MHC is HLA-B40:01 with pseudo-sequence HLA-B40:01. The binding affinity (normalized) is 0.0847. (4) The peptide sequence is CVRMYNPT. The MHC is Mamu-B03 with pseudo-sequence Mamu-B03. The binding affinity (normalized) is 0.0792.